From a dataset of Full USPTO retrosynthesis dataset with 1.9M reactions from patents (1976-2016). Predict the reactants needed to synthesize the given product. Given the product [C:1]([C:3]1[CH:4]=[CH:5][C:6]([C@@H:13]2[C:18]([C:19]#[N:20])=[C:17]([CH3:21])[N:16]([C:22]3[CH:27]=[CH:26][CH:25]=[C:24]([C:28]([F:31])([F:30])[F:29])[CH:23]=3)[C:15](=[O:32])[N:14]2[CH3:33])=[C:7]([S:9]([NH:34][N:35]2[CH2:40][CH2:39][O:38][CH2:37][CH2:36]2)(=[O:11])=[O:10])[CH:8]=1)#[N:2], predict the reactants needed to synthesize it. The reactants are: [C:1]([C:3]1[CH:4]=[CH:5][C:6]([C@@H:13]2[C:18]([C:19]#[N:20])=[C:17]([CH3:21])[N:16]([C:22]3[CH:27]=[CH:26][CH:25]=[C:24]([C:28]([F:31])([F:30])[F:29])[CH:23]=3)[C:15](=[O:32])[N:14]2[CH3:33])=[C:7]([S:9](Cl)(=[O:11])=[O:10])[CH:8]=1)#[N:2].[NH2:34][N:35]1[CH2:40][CH2:39][O:38][CH2:37][CH2:36]1.C(N(CC)CC)C.